Dataset: Full USPTO retrosynthesis dataset with 1.9M reactions from patents (1976-2016). Task: Predict the reactants needed to synthesize the given product. (1) Given the product [F:1][C:2]1[CH:3]=[C:4]([CH:9]([N:14]2[C:22](=[O:23])[C:21]3[C:16](=[CH:17][CH:18]=[CH:19][CH:20]=3)[C:15]2=[O:24])[CH2:10][NH:27][C:30](=[O:39])[O:53][C:49]([CH3:52])([CH3:51])[CH3:50])[CH:5]=[CH:6][C:7]=1[F:8], predict the reactants needed to synthesize it. The reactants are: [F:1][C:2]1[CH:3]=[C:4]([CH:9]([N:14]2[C:22](=[O:23])[C:21]3[C:16](=[CH:17][CH:18]=[CH:19][CH:20]=3)[C:15]2=[O:24])[CH2:10]C(O)=O)[CH:5]=[CH:6][C:7]=1[F:8].C([N:27]([CH2:30]C)CC)C.C1(P(N=[N+]=[N-])(C2C=CC=CC=2)=[O:39])C=CC=CC=1.[C:49]([OH:53])([CH3:52])([CH3:51])[CH3:50]. (2) Given the product [CH2:1]([O:8][C:9]1[CH:14]=[CH:13][CH:12]=[CH:11][C:10]=1[CH2:15][CH2:16][CH2:17][CH2:18][CH2:19][CH2:20][CH2:21][S:22]([F:27])(=[O:24])=[O:23])[C:2]1[CH:7]=[CH:6][CH:5]=[CH:4][CH:3]=1.[CH2:1]([O:8][C:9]1[CH:10]=[CH:11][C:12]([CH2:15][CH2:16][CH2:17][CH2:18][CH2:19][CH2:20][CH2:21][S:22]([F:27])(=[O:24])=[O:23])=[CH:13][CH:14]=1)[C:2]1[CH:3]=[CH:4][CH:5]=[CH:6][CH:7]=1, predict the reactants needed to synthesize it. The reactants are: [CH2:1]([O:8][C:9]1[CH:14]=[CH:13][CH:12]=[CH:11][C:10]=1[CH2:15][CH2:16][CH2:17][CH2:18][CH2:19][CH2:20][CH2:21][S:22](Cl)(=[O:24])=[O:23])[C:2]1[CH:7]=[CH:6][CH:5]=[CH:4][CH:3]=1.[NH4+].[F-:27]. (3) Given the product [Cl:1][C:2]1[CH:3]=[C:4]([N:9]2[C:13]([C:14]3[CH:19]=[CH:18][N:17]=[C:16]([Cl:20])[CH:15]=3)=[CH:12][C:11]([C:21]([N:45]3[CH2:50][CH2:49][NH:48][C:47](=[O:51])[CH2:46]3)=[O:22])=[N:10]2)[CH:5]=[CH:6][C:7]=1[F:8], predict the reactants needed to synthesize it. The reactants are: [Cl:1][C:2]1[CH:3]=[C:4]([N:9]2[C:13]([C:14]3[CH:19]=[CH:18][N:17]=[C:16]([Cl:20])[CH:15]=3)=[CH:12][C:11]([C:21](O)=[O:22])=[N:10]2)[CH:5]=[CH:6][C:7]=1[F:8].ClC1C=C(C2N(C3C=NC=CC=3)N=C(C([N:45]3[CH2:50][CH2:49][NH:48][C:47](=[O:51])[CH2:46]3)=O)C=2)C=C(F)C=1.O=C1CNCCN1. (4) The reactants are: [CH3:1][O:2][C:3]([CH:5]1[CH2:10][CH:9]2[CH2:11][CH:6]1[CH:7]=[CH:8]2)=[O:4].[CH2:12]([C:16]12[CH2:22][CH:19]([CH2:20][CH2:21]1)[CH:18]=[CH:17]2)[CH2:13][CH2:14][CH3:15].C1(C)C=CC=CC=1.C(O)C. Given the product [CH2:12]([C:16]12[CH2:22][CH:19]([CH2:20][CH2:21]1)[CH:18]=[CH:17]2)[CH2:13][CH2:14][CH3:15].[CH3:1][O:2][C:3]([CH:5]1[CH2:10][CH:9]2[CH2:11][CH:6]1[CH:7]=[CH:8]2)=[O:4], predict the reactants needed to synthesize it. (5) Given the product [C:1]([O:5][C:6](=[O:26])[C:7]([S:10][C:11]1[C:20]([C:27]2[CH:32]=[CH:31][CH:30]=[CH:29][CH:28]=2)=[CH:19][C:18]2[CH2:17][CH:16]([NH:22][C:23](=[O:25])[CH3:24])[CH2:15][CH2:14][C:13]=2[CH:12]=1)([CH3:9])[CH3:8])([CH3:4])([CH3:3])[CH3:2], predict the reactants needed to synthesize it. The reactants are: [C:1]([O:5][C:6](=[O:26])[C:7]([S:10][C:11]1[C:20](Br)=[CH:19][C:18]2[CH2:17][CH:16]([NH:22][C:23](=[O:25])[CH3:24])[CH2:15][CH2:14][C:13]=2[CH:12]=1)([CH3:9])[CH3:8])([CH3:4])([CH3:3])[CH3:2].[C:27]1(B(O)O)[CH:32]=[CH:31][CH:30]=[CH:29][CH:28]=1.C([O-])([O-])=O.[Na+].[Na+].